Dataset: Full USPTO retrosynthesis dataset with 1.9M reactions from patents (1976-2016). Task: Predict the reactants needed to synthesize the given product. (1) The reactants are: [C:1]([OH:7])([C:3]([F:6])([F:5])[F:4])=[O:2].[C:8]([CH2:10][C:11]1([N:30]2[CH:34]=[C:33](B3OC(C)(C)C(C)(C)O3)[CH:32]=[N:31]2)[CH2:14][N:13]([C:15]2[N:16]=[CH:17][C:18]([C:21]([NH:23][C@@H:24]([CH3:29])[C:25]([F:28])([F:27])[F:26])=[O:22])=[N:19][CH:20]=2)[CH2:12]1)#[N:9].Br[C:45]1[C:46]([CH2:50][CH3:51])=[N:47][NH:48][CH:49]=1. Given the product [F:4][C:3]([F:6])([F:5])[C:1]([OH:7])=[O:2].[C:8]([CH2:10][C:11]1([N:30]2[CH:34]=[C:33]([C:45]3[C:46]([CH2:50][CH3:51])=[N:47][NH:48][CH:49]=3)[CH:32]=[N:31]2)[CH2:14][N:13]([C:15]2[N:16]=[CH:17][C:18]([C:21]([NH:23][C@@H:24]([CH3:29])[C:25]([F:28])([F:26])[F:27])=[O:22])=[N:19][CH:20]=2)[CH2:12]1)#[N:9], predict the reactants needed to synthesize it. (2) Given the product [CH2:1]([C:2]1[C:6]([C:7]([OH:9])=[O:8])=[CH:5][S:4][N:3]=1)[CH3:13], predict the reactants needed to synthesize it. The reactants are: [CH3:1][C:2]1[C:6]([C:7]([O-:9])=[O:8])=[CH:5][S:4][N:3]=1.[OH-].[Na+].Cl.[CH2:13]1COCC1.CO.O. (3) Given the product [Cl:1][C:2]1[CH:10]=[CH:9][C:8]([C:11]2[N:12]([C:22]([O:24][C:25]([CH3:27])([CH3:28])[CH3:26])=[O:23])[C:13]3[C:18]([CH:19]=2)=[CH:17][C:16]([CH2:20][N:34]([CH2:33][CH2:32][N:31]([CH3:36])[CH3:30])[CH3:35])=[CH:15][CH:14]=3)=[C:7]2[C:3]=1[CH2:4][NH:5][C:6]2=[O:29], predict the reactants needed to synthesize it. The reactants are: [Cl:1][C:2]1[CH:10]=[CH:9][C:8]([C:11]2[N:12]([C:22]([O:24][C:25]([CH3:28])([CH3:27])[CH3:26])=[O:23])[C:13]3[C:18]([CH:19]=2)=[CH:17][C:16]([CH:20]=O)=[CH:15][CH:14]=3)=[C:7]2[C:3]=1[CH2:4][NH:5][C:6]2=[O:29].[CH3:30][N:31]([CH3:36])[CH2:32][CH2:33][NH:34][CH3:35].C(O[BH-](OC(=O)C)OC(=O)C)(=O)C.[Na+]. (4) Given the product [CH3:13][C:2]1([CH3:1])[O:12][C@H:5]2[CH2:6][O:7][CH:8]([OH:11])[C@H:4]2[O:3]1, predict the reactants needed to synthesize it. The reactants are: [CH3:1][C:2]1([CH3:13])[O:12][C@H:5]2[CH2:6][O:7][CH:8]([OH:11])[C@H](O)[C@H:4]2[O:3]1.C(=O)([O-])[O-].[Na+].[Na+].